This data is from Catalyst prediction with 721,799 reactions and 888 catalyst types from USPTO. The task is: Predict which catalyst facilitates the given reaction. (1) Reactant: [CH2:1]=[C:2]1[C:14](=[O:15])[C:13]2[C:12]3[C:7](=[CH:8][CH:9]=[CH:10][CH:11]=3)[N:6]([CH2:16][CH2:17][CH2:18][CH2:19][CH2:20][C:21]([O:23][CH2:24][CH3:25])=[O:22])[C:5]=2[CH2:4][CH2:3]1.[CH2:26]([N:30]1[CH2:35][CH2:34][NH:33][CH2:32][CH2:31]1)[CH2:27][CH2:28][CH3:29]. Product: [CH2:26]([N:30]1[CH2:35][CH2:34][N:33]([CH2:1][CH:2]2[C:14](=[O:15])[C:13]3[C:12]4[C:7](=[CH:8][CH:9]=[CH:10][CH:11]=4)[N:6]([CH2:16][CH2:17][CH2:18][CH2:19][CH2:20][C:21]([O:23][CH2:24][CH3:25])=[O:22])[C:5]=3[CH2:4][CH2:3]2)[CH2:32][CH2:31]1)[CH2:27][CH2:28][CH3:29]. The catalyst class is: 11. (2) Reactant: C([O:8][C:9]1[CH:13]=[C:12]([CH:14]([CH3:16])[CH3:15])[S:11][C:10]=1[C:17]([C:19]1[CH:24]=[CH:23][C:22]([O:25][CH3:26])=[CH:21][CH:20]=1)=[O:18])C1C=CC=CC=1.O. Product: [OH:8][C:9]1[CH:13]=[C:12]([CH:14]([CH3:16])[CH3:15])[S:11][C:10]=1[C:17]([C:19]1[CH:20]=[CH:21][C:22]([O:25][CH3:26])=[CH:23][CH:24]=1)=[O:18]. The catalyst class is: 4. (3) Reactant: [Cl:1][C:2]1[CH:3]=[C:4]2[C:8](=[CH:9][C:10]=1[Cl:11])[NH:7][CH:6]=[C:5]2[CH:12]=[O:13].[H-].[Na+].[CH3:16][O:17][C:18]1[CH:23]=[CH:22][C:21]([S:24](Cl)(=[O:26])=[O:25])=[CH:20][C:19]=1[N:28]1[CH2:33][CH2:32][N:31]([C:34](=[O:39])[C:35]([Cl:38])([Cl:37])[Cl:36])[CH2:30][CH2:29]1. Product: [Cl:1][C:2]1[CH:3]=[C:4]2[C:8](=[CH:9][C:10]=1[Cl:11])[N:7]([S:24]([C:21]1[CH:22]=[CH:23][C:18]([O:17][CH3:16])=[C:19]([N:28]3[CH2:33][CH2:32][N:31]([C:34](=[O:39])[C:35]([Cl:38])([Cl:36])[Cl:37])[CH2:30][CH2:29]3)[CH:20]=1)(=[O:26])=[O:25])[CH:6]=[C:5]2[CH:12]=[O:13]. The catalyst class is: 1. (4) Reactant: C[N:2]1[CH:7]=[C:6]([C:8]2[CH:13]=[CH:12][CH:11]=[CH:10][N:9]=2)[CH:5]=[N:4][C:3]1=O.P(Cl)(Cl)(Cl)(Cl)[Cl:16].P(Cl)(Cl)(Cl)=O.C([O-])([O-])=O.[Na+].[Na+]. Product: [Cl:16][C:3]1[N:4]=[CH:5][C:6]([C:8]2[CH:13]=[CH:12][CH:11]=[CH:10][N:9]=2)=[CH:7][N:2]=1. The catalyst class is: 24. (5) The catalyst class is: 16. Product: [CH2:1]([N:8]1[CH2:13][CH2:12][CH2:11][CH2:10][CH:9]1[CH2:14][C:16]#[N:17])[C:2]1[CH:7]=[CH:6][CH:5]=[CH:4][CH:3]=1. Reactant: [CH2:1]([N:8]1[CH2:13][CH2:12][CH2:11][CH2:10][CH:9]1[CH2:14]Br)[C:2]1[CH:7]=[CH:6][CH:5]=[CH:4][CH:3]=1.[C-:16]#[N:17].[Na+].O. (6) Reactant: [CH2:1]([I:3])[CH3:2].[CH3:4][O:5][C:6]1[CH:7]=[C:8]2[C:13](=[C:14]([O:16][CH3:17])[CH:15]=1)[CH:12]=[N:11][CH2:10][CH2:9]2. Product: [I-:3].[CH2:10]([N+:11]1[CH2:2][CH2:1][C:8]2[C:13](=[C:14]([O:16][CH3:17])[CH:15]=[C:6]([O:5][CH3:4])[CH:7]=2)[CH:12]=1)[CH3:9]. The catalyst class is: 10.